The task is: Predict the reactants needed to synthesize the given product.. This data is from Full USPTO retrosynthesis dataset with 1.9M reactions from patents (1976-2016). The reactants are: [CH2:1]([O:8][C:9](=[O:15])[NH:10][CH2:11][C@H:12]1[CH2:14][O:13]1)[C:2]1[CH:7]=[CH:6][CH:5]=[CH:4][CH:3]=1.[C:16]([O:20][C:21](=[O:27])[NH:22][CH:23]1[CH2:26][NH:25][CH2:24]1)([CH3:19])([CH3:18])[CH3:17].[O-]S([O-])(=O)=O.[Mg+2]. Given the product [C:16]([O:20][C:21](=[O:27])[NH:22][CH:23]1[CH2:26][N:25]([CH2:14][CH:12]([OH:13])[CH2:11][NH:10][C:9]([O:8][CH2:1][C:2]2[CH:7]=[CH:6][CH:5]=[CH:4][CH:3]=2)=[O:15])[CH2:24]1)([CH3:19])([CH3:17])[CH3:18], predict the reactants needed to synthesize it.